Dataset: Peptide-MHC class I binding affinity with 185,985 pairs from IEDB/IMGT. Task: Regression. Given a peptide amino acid sequence and an MHC pseudo amino acid sequence, predict their binding affinity value. This is MHC class I binding data. The peptide sequence is ELRRRLPLF. The MHC is BoLA-T2b with pseudo-sequence BoLA-T2b. The binding affinity (normalized) is 0.162.